From a dataset of Reaction yield outcomes from USPTO patents with 853,638 reactions. Predict the reaction yield, written as a fraction of the theoretical maximum amount of product (1.0 means a 100% yield; for example, 0.34 means a 34% yield). The reactants are CC[N+](S(N=C(OC)[O-])(=O)=O)(CC)CC.[CH3:16][O:17][C:18](=[O:35])[C@H:19]([C@@H:32]([CH3:34])[OH:33])[NH:20][C:21](=O)[C:22]1[CH:27]=[CH:26][C:25]([N+:28]([O-:30])=[O:29])=[CH:24][CH:23]=1. The catalyst is C1COCC1. The product is [CH3:34][CH:32]1[O:33][C:21]([C:22]2[CH:27]=[CH:26][C:25]([N+:28]([O-:30])=[O:29])=[CH:24][CH:23]=2)=[N:20][CH:19]1[C:18]([O:17][CH3:16])=[O:35]. The yield is 1.00.